Dataset: Forward reaction prediction with 1.9M reactions from USPTO patents (1976-2016). Task: Predict the product of the given reaction. (1) Given the reactants [Cl:1][C:2]1[CH:21]=[CH:20][C:5]([O:6][C:7]2[CH:12]=[CH:11][C:10]([C:13](=[O:15])[CH3:14])=[C:9]([C:16]([F:19])([F:18])[F:17])[CH:8]=2)=[CH:4][CH:3]=1.C[S+](C)C.COS([O-])(=O)=O.[OH-].[K+].[Na+].[Cl-].[C:36]1([CH3:42])C=CC=C[CH:37]=1, predict the reaction product. The product is: [Cl:1][C:2]1[CH:3]=[CH:4][C:5]([O:6][C:7]2[CH:12]=[CH:11][C:10]([C:13]3([CH:42]4[CH2:36][CH2:37]4)[CH2:14][O:15]3)=[C:9]([C:16]([F:17])([F:18])[F:19])[CH:8]=2)=[CH:20][CH:21]=1. (2) Given the reactants [CH:1]([N:14]1[C:22]2[C:17](=[CH:18][C:19]([Cl:23])=[CH:20][CH:21]=2)[C:16]([CH2:24][CH2:25][O:26][C:27]2[CH:35]=[CH:34][C:30]([C:31]([OH:33])=[O:32])=[CH:29][CH:28]=2)=[C:15]1[CH2:36][CH2:37][NH:38][S:39]([CH2:42][C:43]1[CH:48]=[CH:47][CH:46]=[CH:45][CH:44]=1)(=[O:41])=[O:40])([C:8]1[CH:13]=[CH:12][CH:11]=[CH:10][CH:9]=1)[C:2]1[CH:7]=[CH:6][CH:5]=[CH:4][CH:3]=1.[C:49](C1C=C(CS(Cl)(=O)=O)C=CC=1)#[N:50], predict the reaction product. The product is: [CH:1]([N:14]1[C:22]2[C:17](=[CH:18][C:19]([Cl:23])=[CH:20][CH:21]=2)[C:16]([CH2:24][CH2:25][O:26][C:27]2[CH:28]=[CH:29][C:30]([C:31]([OH:33])=[O:32])=[CH:34][CH:35]=2)=[C:15]1[CH2:36][CH2:37][NH:38][S:39]([CH2:42][C:43]1[CH:44]=[CH:45][CH:46]=[C:47]([C:49]#[N:50])[CH:48]=1)(=[O:41])=[O:40])([C:2]1[CH:7]=[CH:6][CH:5]=[CH:4][CH:3]=1)[C:8]1[CH:9]=[CH:10][CH:11]=[CH:12][CH:13]=1.